Dataset: Full USPTO retrosynthesis dataset with 1.9M reactions from patents (1976-2016). Task: Predict the reactants needed to synthesize the given product. (1) Given the product [CH3:6][C:7]1[S:11][C:10]2[NH:12][C:13]3[CH:14]=[CH:15][CH:16]=[CH:17][C:18]=3[N:19]=[C:20]([N:21]3[CH2:22][CH2:23][N:24]([CH3:27])[CH2:25][CH2:26]3)[C:9]=2[CH:8]=1.[OH2:4].[O:4]1[CH2:5][CH2:1][CH2:2][CH2:3]1, predict the reactants needed to synthesize it. The reactants are: [CH2:1]1[CH2:5][O:4][CH2:3][CH2:2]1.[CH3:6][C:7]1[S:11][C:10]2[NH:12][C:13]3[CH:14]=[CH:15][CH:16]=[CH:17][C:18]=3[N:19]=[C:20]([N:21]3[CH2:26][CH2:25][N:24]([CH3:27])[CH2:23][CH2:22]3)[C:9]=2[CH:8]=1. (2) Given the product [C:1]([O:5][C:6](=[O:15])[N:7]([C:8]1[CH:9]=[CH:10][C:11]([F:14])=[CH:12][CH:13]=1)[CH2:19][C:20]1[CH:25]=[CH:24][C:23]([I:26])=[CH:22][CH:21]=1)([CH3:4])([CH3:2])[CH3:3], predict the reactants needed to synthesize it. The reactants are: [C:1]([O:5][C:6](=[O:15])[NH:7][C:8]1[CH:13]=[CH:12][C:11]([F:14])=[CH:10][CH:9]=1)([CH3:4])([CH3:3])[CH3:2].[H-].[Na+].Br[CH2:19][C:20]1[CH:25]=[CH:24][C:23]([I:26])=[CH:22][CH:21]=1. (3) Given the product [C:3]([OH:2])(=[O:29])[CH3:4].[CH3:1][O:2][C:3]1[CH:4]=[C:5]([NH:15][C:16]2[N:20]=[C:19]3[N:21]=[C:31]([CH3:33])[CH:30]=[C:22]([C:23]4[CH:28]=[CH:27][CH:26]=[CH:25][CH:24]=4)[N:18]3[N:17]=2)[CH:6]=[CH:7][C:8]=1[N:9]1[CH:13]=[C:12]([CH3:14])[N:11]=[CH:10]1, predict the reactants needed to synthesize it. The reactants are: [CH3:1][O:2][C:3]1[CH:4]=[C:5]([NH:15][C:16]2[N:20]=[C:19]([NH2:21])[NH:18][N:17]=2)[CH:6]=[CH:7][C:8]=1[N:9]1[CH:13]=[C:12]([CH3:14])[N:11]=[CH:10]1.[C:22]([CH2:30][C:31]([CH3:33])=O)(=[O:29])[C:23]1[CH:28]=[CH:27][CH:26]=[CH:25][CH:24]=1. (4) Given the product [CH3:26][O:25][CH:7]([O:6][CH3:5])[CH2:8][O:9][CH2:10][CH2:11][O:12][CH2:13][CH2:14][O:15][CH2:16][CH2:17][O:18][CH2:19][CH2:20][OH:21], predict the reactants needed to synthesize it. The reactants are: [OH-].[Na+].CO.[CH3:5][O:6][CH:7]([O:25][CH3:26])[CH2:8][O:9][CH2:10][CH2:11][O:12][CH2:13][CH2:14][O:15][CH2:16][CH2:17][O:18][CH2:19][CH2:20][O:21]C(=O)C.C(Cl)(Cl)Cl.CO. (5) Given the product [C:1]([O:9][C@H:10]1[C@@H:14]([OH:15])[CH2:13][N:12]([C:16]([O:18][CH2:19][C:20]2[CH:21]=[CH:22][CH:23]=[CH:24][CH:25]=2)=[O:17])[C@@H:11]1[CH2:26][O:27][CH2:28][C:29]1[CH:34]=[CH:33][CH:32]=[CH:31][CH:30]=1)(=[O:8])[C:2]1[CH:3]=[CH:4][CH:5]=[CH:6][CH:7]=1, predict the reactants needed to synthesize it. The reactants are: [C:1]([O:9][C@H:10]1[C@H:14]([OH:15])[CH2:13][N:12]([C:16]([O:18][CH2:19][C:20]2[CH:25]=[CH:24][CH:23]=[CH:22][CH:21]=2)=[O:17])[C@@H:11]1[CH2:26][O:27][CH2:28][C:29]1[CH:34]=[CH:33][CH:32]=[CH:31][CH:30]=1)(=[O:8])[C:2]1[CH:7]=[CH:6][CH:5]=[CH:4][CH:3]=1.N1C=CC=CC=1.FC(F)(F)S(OS(C(F)(F)F)(=O)=O)(=O)=O.O.